This data is from Peptide-MHC class II binding affinity with 134,281 pairs from IEDB. The task is: Regression. Given a peptide amino acid sequence and an MHC pseudo amino acid sequence, predict their binding affinity value. This is MHC class II binding data. (1) The peptide sequence is YELQTLELNMETLNM. The binding affinity (normalized) is 0.573. The MHC is DRB1_0101 with pseudo-sequence DRB1_0101. (2) The peptide sequence is IHRIRTLIGQEKYTD. The MHC is DRB1_1101 with pseudo-sequence DRB1_1101. The binding affinity (normalized) is 0.680.